From a dataset of Forward reaction prediction with 1.9M reactions from USPTO patents (1976-2016). Predict the product of the given reaction. (1) Given the reactants CC1(C)[N:6]([C:7]2[S:8][C:9]3[CH:15]=[C:14]([CH2:16][N:17]4[C:21]5[CH:22]=[CH:23][C:24]([O:26][CH2:27][CH2:28][OH:29])=[CH:25][C:20]=5[N:19]=[CH:18]4)[CH:13]=[CH:12][C:10]=3[N:11]=2)[C@@H:5]2[CH2:30][CH2:31][CH2:32][CH2:33][C@H:4]2[O:3]1.C(N(CC)CC)C, predict the reaction product. The product is: [OH:29][CH2:28][CH2:27][O:26][C:24]1[CH:23]=[CH:22][C:21]2[N:17]([CH2:16][C:14]3[CH:13]=[CH:12][C:10]4[N:11]=[C:7]([NH:6][C@@H:5]5[CH2:30][CH2:31][CH2:32][CH2:33][C@H:4]5[OH:3])[S:8][C:9]=4[CH:15]=3)[CH:18]=[N:19][C:20]=2[CH:25]=1. (2) Given the reactants [OH-].[Na+].[I:3][C:4]1[CH:15]=[CH:14][C:7]([CH2:8][C@@H:9]([C:11]([OH:13])=[O:12])[NH2:10])=[CH:6][CH:5]=1.[Cl:16][C:17]1[CH:25]=[CH:24][CH:23]=[C:22]([Cl:26])[C:18]=1[C:19](Cl)=[O:20].Cl, predict the reaction product. The product is: [Cl:16][C:17]1[CH:25]=[CH:24][CH:23]=[C:22]([Cl:26])[C:18]=1[C:19]([NH:10][C@H:9]([C:11]([OH:13])=[O:12])[CH2:8][C:7]1[CH:6]=[CH:5][C:4]([I:3])=[CH:15][CH:14]=1)=[O:20]. (3) Given the reactants [C:1]([C:5]1[O:6][C:7]2[C:13]([S:14](Cl)(=[O:16])=[O:15])=[C:12]([Cl:18])[CH:11]=[CH:10][C:8]=2[N:9]=1)([CH3:4])([CH3:3])[CH3:2].C(N(CC)CC)C.[CH3:26][C:27]([O:30][C:31]([NH:33][CH:34]1[CH2:39][CH2:38][NH:37][CH2:36][CH2:35]1)=[O:32])([CH3:29])[CH3:28], predict the reaction product. The product is: [C:27]([O:30][C:31](=[O:32])[NH:33][CH:34]1[CH2:39][CH2:38][N:37]([S:14]([C:13]2[C:7]3[O:6][C:5]([C:1]([CH3:4])([CH3:3])[CH3:2])=[N:9][C:8]=3[CH:10]=[CH:11][C:12]=2[Cl:18])(=[O:16])=[O:15])[CH2:36][CH2:35]1)([CH3:29])([CH3:26])[CH3:28]. (4) Given the reactants [CH:1]1([CH2:4][O:5][C:6]2[CH:11]=[C:10]([O:12][CH3:13])[C:9]([F:14])=[CH:8][C:7]=2[C:15]2[C:16]3[NH:23][C:22]([CH3:24])=[C:21]([C:25]([OH:27])=O)[C:17]=3[N:18]=[CH:19][N:20]=2)[CH2:3][CH2:2]1.CCN(C(C)C)C(C)C.[NH2:37][C@H:38]([C@@H:68]([C:70]1[CH:75]=[CH:74][CH:73]=[CH:72][CH:71]=1)[CH3:69])[C:39]([N:41]1[CH2:46][CH2:45][CH:44]([N:47]2[N:56]=[C:55]([C:57]3[CH:62]=[CH:61][C:60]([O:63][CH3:64])=[C:59]([O:65][CH3:66])[CH:58]=3)[C@@H:54]3[C@@H:49]([CH2:50][CH2:51][CH2:52][CH2:53]3)[C:48]2=[O:67])[CH2:43][CH2:42]1)=[O:40].CCOC(C(C#N)=NOC(N1CCOCC1)=[N+](C)C)=O.F[P-](F)(F)(F)(F)F.C(=O)(O)[O-].[Na+], predict the reaction product. The product is: [CH:1]1([CH2:4][O:5][C:6]2[CH:11]=[C:10]([O:12][CH3:13])[C:9]([F:14])=[CH:8][C:7]=2[C:15]2[C:16]3[NH:23][C:22]([CH3:24])=[C:21]([C:25]([NH:37][C@H:38]([C@@H:68]([C:70]4[CH:71]=[CH:72][CH:73]=[CH:74][CH:75]=4)[CH3:69])[C:39]([N:41]4[CH2:42][CH2:43][CH:44]([N:47]5[N:56]=[C:55]([C:57]6[CH:62]=[CH:61][C:60]([O:63][CH3:64])=[C:59]([O:65][CH3:66])[CH:58]=6)[C@@H:54]6[C@@H:49]([CH2:50][CH2:51][CH2:52][CH2:53]6)[C:48]5=[O:67])[CH2:45][CH2:46]4)=[O:40])=[O:27])[C:17]=3[N:18]=[CH:19][N:20]=2)[CH2:2][CH2:3]1. (5) The product is: [CH3:1][C:2]([CH3:24])([CH3:23])[CH2:3][N:4]1[C:8]2[CH:9]=[CH:10][C:11]([C:14]3[CH:15]=[C:16]([CH:17]=[CH:18][CH:19]=3)[O:20][C:32]3[C:33]([C:38]#[N:39])=[CH:34][N:35]=[CH:36][CH:37]=3)=[C:12]([F:13])[C:7]=2[N:6]([CH3:21])[C:5]1=[O:22]. Given the reactants [CH3:1][C:2]([CH3:24])([CH3:23])[CH2:3][N:4]1[C:8]2[CH:9]=[CH:10][C:11]([C:14]3[CH:19]=[CH:18][CH:17]=[C:16]([OH:20])[CH:15]=3)=[C:12]([F:13])[C:7]=2[N:6]([CH3:21])[C:5]1=[O:22].C(=O)([O-])[O-].[K+].[K+].Cl[C:32]1[CH:37]=[CH:36][N:35]=[CH:34][C:33]=1[C:38]#[N:39], predict the reaction product. (6) The product is: [Cl:7][C:8]1[C:13]([C:12]#[N:1])=[N:14][CH:11]=[CH:10][N:9]=1. Given the reactants [NH:1]1CCNCC1.[Cl:7][C:8]1[C:13]([N+:14]([O-])=O)=[CH:12][CH:11]=[CH:10][N:9]=1, predict the reaction product. (7) Given the reactants [CH2:1]([O:5][C:6]1[N:14]=[C:13]2[C:9]([N:10]=[C:11]([O:25]C)[N:12]2[CH2:15][CH2:16][CH2:17][CH2:18][CH:19]2[CH2:24][CH2:23][NH:22][CH2:21][CH2:20]2)=[C:8]([NH2:27])[N:7]=1)[CH2:2][CH2:3][CH3:4].I[CH2:29][CH2:30][CH3:31], predict the reaction product. The product is: [NH2:27][C:8]1[N:7]=[C:6]([O:5][CH2:1][CH2:2][CH2:3][CH3:4])[N:14]=[C:13]2[C:9]=1[NH:10][C:11](=[O:25])[N:12]2[CH2:15][CH2:16][CH2:17][CH2:18][CH:19]1[CH2:20][CH2:21][N:22]([CH2:29][CH2:30][CH3:31])[CH2:23][CH2:24]1. (8) Given the reactants [F:1][C:2]([F:12])([F:11])[C:3]1[CH:4]=[C:5]([NH2:10])[CH:6]=[C:7]([NH2:9])[CH:8]=1.[Cl:13][CH2:14][CH2:15][CH2:16][C:17](O)=[O:18].ON1C2C=CC=CC=2N=N1.C(N(C(C)C)CC)(C)C, predict the reaction product. The product is: [NH2:9][C:7]1[CH:6]=[C:5]([NH:10][C:17](=[O:18])[CH2:16][CH2:15][CH2:14][Cl:13])[CH:4]=[C:3]([C:2]([F:11])([F:12])[F:1])[CH:8]=1.